Dataset: NCI-60 drug combinations with 297,098 pairs across 59 cell lines. Task: Regression. Given two drug SMILES strings and cell line genomic features, predict the synergy score measuring deviation from expected non-interaction effect. (1) Synergy scores: CSS=77.4, Synergy_ZIP=0.625, Synergy_Bliss=0.206, Synergy_Loewe=-3.50, Synergy_HSA=-0.591. Drug 2: C#CCC(CC1=CN=C2C(=N1)C(=NC(=N2)N)N)C3=CC=C(C=C3)C(=O)NC(CCC(=O)O)C(=O)O. Drug 1: C1CC(C1)(C(=O)O)C(=O)O.[NH2-].[NH2-].[Pt+2]. Cell line: MOLT-4. (2) Drug 1: CC1=C(C(=CC=C1)Cl)NC(=O)C2=CN=C(S2)NC3=CC(=NC(=N3)C)N4CCN(CC4)CCO. Drug 2: C1CNP(=O)(OC1)N(CCCl)CCCl. Cell line: KM12. Synergy scores: CSS=-3.63, Synergy_ZIP=1.33, Synergy_Bliss=-1.60, Synergy_Loewe=-4.13, Synergy_HSA=-4.68. (3) Drug 1: C1CCC(C1)C(CC#N)N2C=C(C=N2)C3=C4C=CNC4=NC=N3. Drug 2: CC1=C(C=C(C=C1)C(=O)NC2=CC(=CC(=C2)C(F)(F)F)N3C=C(N=C3)C)NC4=NC=CC(=N4)C5=CN=CC=C5. Cell line: ACHN. Synergy scores: CSS=1.95, Synergy_ZIP=-0.638, Synergy_Bliss=1.23, Synergy_Loewe=-1.48, Synergy_HSA=-1.26. (4) Drug 1: CC1=CC=C(C=C1)C2=CC(=NN2C3=CC=C(C=C3)S(=O)(=O)N)C(F)(F)F. Drug 2: CCC1(C2=C(COC1=O)C(=O)N3CC4=CC5=C(C=CC(=C5CN(C)C)O)N=C4C3=C2)O.Cl. Cell line: M14. Synergy scores: CSS=20.9, Synergy_ZIP=2.31, Synergy_Bliss=1.94, Synergy_Loewe=-38.0, Synergy_HSA=0.198. (5) Drug 1: C1CCN(CC1)CCOC2=CC=C(C=C2)C(=O)C3=C(SC4=C3C=CC(=C4)O)C5=CC=C(C=C5)O. Drug 2: C1CN(P(=O)(OC1)NCCCl)CCCl. Cell line: ACHN. Synergy scores: CSS=-2.84, Synergy_ZIP=0.00526, Synergy_Bliss=-5.17, Synergy_Loewe=-6.92, Synergy_HSA=-6.94.